From a dataset of Catalyst prediction with 721,799 reactions and 888 catalyst types from USPTO. Predict which catalyst facilitates the given reaction. (1) Reactant: [OH2:1].[CH3:2][C:3]1[CH:8]=[C:7]([O:9][CH2:10][CH2:11][CH2:12][S:13]([CH3:16])(=[O:15])=[O:14])[CH:6]=[C:5]([CH3:17])[C:4]=1[C:18]1[CH:23]=[CH:22][CH:21]=[C:20]([CH2:24][O:25][C:26]2[CH:38]=[CH:37][C:29]3[C@H:30]([CH2:33][C:34]([OH:36])=[O:35])[CH2:31][O:32][C:28]=3[CH:27]=2)[CH:19]=1. Product: [CH3:17][C:5]1[CH:6]=[C:7]([O:9][CH2:10][CH2:11][CH2:12][S:13]([CH3:16])(=[O:15])=[O:14])[CH:8]=[C:3]([CH3:2])[C:4]=1[C:18]1[CH:23]=[CH:22][CH:21]=[C:20]([CH2:24][O:25][C:26]2[CH:38]=[CH:37][C:29]3[C@H:30]([CH2:33][C:34]([O:36][C:34](=[O:35])[CH2:33][C@H:30]4[C:29]5[CH:28]=[CH:27][C:26]([O:25][CH2:24][C:20]6[CH:19]=[C:18]([C:4]7[C:5]([CH3:17])=[CH:6][C:7]([O:9][CH2:10][CH2:11][CH2:12][S:13]([CH3:16])(=[O:14])=[O:15])=[CH:8][C:3]=7[CH3:2])[CH:23]=[CH:22][CH:21]=6)=[CH:38][C:37]=5[O:1][CH2:31]4)=[O:35])[CH2:31][O:32][C:28]=3[CH:27]=2)[CH:19]=1. The catalyst class is: 41. (2) Reactant: FC(F)(F)S(O[C:7]1[C:8]2[CH2:28][N:27]([C:29](=[O:31])[CH3:30])[CH2:26][CH2:25][C:9]=2[N:10]=[C:11]([NH:13][C:14]2[CH:19]=[CH:18][C:17]([C:20]3[O:24][CH:23]=[N:22][CH:21]=3)=[CH:16][CH:15]=2)[N:12]=1)(=O)=O.[NH2:34][C:35]1[CH:36]=[C:37]([C:41](=[O:43])[CH3:42])[CH:38]=[CH:39][CH:40]=1. Product: [C:29]([N:27]1[CH2:26][CH2:25][C:9]2[N:10]=[C:11]([NH:13][C:14]3[CH:15]=[CH:16][C:17]([C:20]4[O:24][CH:23]=[N:22][CH:21]=4)=[CH:18][CH:19]=3)[N:12]=[C:7]([NH:34][C:35]3[CH:36]=[C:37]([C:41](=[O:43])[CH3:42])[CH:38]=[CH:39][CH:40]=3)[C:8]=2[CH2:28]1)(=[O:31])[CH3:30]. The catalyst class is: 16. (3) Reactant: [Br:1][C:2]1[C:3](=[O:17])[N:4]([CH2:9][C:10]2[CH:15]=[CH:14][CH:13]=[C:12]([F:16])[CH:11]=2)[CH:5]=[CH:6][C:7]=1[OH:8].C(N(CC)CC)C.[F:25][C:26]([F:39])([F:38])[S:27](O[S:27]([C:26]([F:39])([F:38])[F:25])(=[O:29])=[O:28])(=[O:29])=[O:28]. Product: [F:25][C:26]([F:39])([F:38])[S:27]([O:8][C:7]1[CH:6]=[CH:5][N:4]([CH2:9][C:10]2[CH:15]=[CH:14][CH:13]=[C:12]([F:16])[CH:11]=2)[C:3](=[O:17])[C:2]=1[Br:1])(=[O:29])=[O:28]. The catalyst class is: 4. (4) Reactant: [CH3:1][CH:2]([CH3:18])[CH2:3][CH:4]=[C:5]1[CH2:17][CH2:16][C:8]2([S:12][CH2:11][C@H:10]([C:13]([OH:15])=[O:14])[NH:9]2)[CH2:7][CH2:6]1.C(N(CC)CC)C.[C:26](Cl)(=[O:32])[CH2:27][CH2:28][CH:29]([CH3:31])[CH3:30].Cl. Product: [CH3:1][CH:2]([CH3:18])[CH2:3][CH:4]=[C:5]1[CH2:17][CH2:16][C:8]2([S:12][CH2:11][C@H:10]([C:13]([OH:15])=[O:14])[N:9]2[C:26](=[O:32])[CH2:27][CH2:28][CH:29]([CH3:31])[CH3:30])[CH2:7][CH2:6]1. The catalyst class is: 2. (5) Reactant: Cl.[NH2:2][CH2:3][C:4]1[N:5]=[C:6]([NH:9][C:10]([NH:12][CH2:13][C:14]2[C:19]([O:20][CH3:21])=[CH:18][CH:17]=[CH:16][C:15]=2[O:22][CH3:23])=[NH:11])[S:7][CH:8]=1.[CH2:24]([S:28](Cl)(=[O:30])=[O:29])[CH2:25][CH2:26][CH3:27].CN1CCOCC1. Product: [CH3:21][O:20][C:19]1[CH:18]=[CH:17][CH:16]=[C:15]([O:22][CH3:23])[C:14]=1[CH2:13][NH:12][C:10]([NH:9][C:6]1[S:7][CH:8]=[C:4]([CH2:3][NH:2][S:28]([CH2:24][CH2:25][CH2:26][CH3:27])(=[O:30])=[O:29])[N:5]=1)=[NH:11]. The catalyst class is: 1. (6) Reactant: Cl[C:2]1[N:3]=[C:4]([N:21]2[CH2:26][CH2:25][O:24][CH2:23][CH2:22]2)[C:5]2[S:10][C:9]([CH2:11][N:12]3[CH2:17][CH2:16][CH:15]([N:18]([CH3:20])[CH3:19])[CH2:14][CH2:13]3)=[CH:8][C:6]=2[N:7]=1.[NH:27]1[C:35]2[C:30](=[CH:31][CH:32]=[CH:33][CH:34]=2)[CH2:29][CH2:28]1.C1(C)C=CC(S(O)(=O)=O)=CC=1. Product: [N:27]1([C:2]2[N:3]=[C:4]([N:21]3[CH2:26][CH2:25][O:24][CH2:23][CH2:22]3)[C:5]3[S:10][C:9]([CH2:11][N:12]4[CH2:17][CH2:16][CH:15]([N:18]([CH3:20])[CH3:19])[CH2:14][CH2:13]4)=[CH:8][C:6]=3[N:7]=2)[C:35]2[C:30](=[CH:31][CH:32]=[CH:33][CH:34]=2)[CH2:29][CH2:28]1. The catalyst class is: 3. (7) Reactant: [Si:1]([O:8][CH:9]1[O:14][CH2:13][C:12](=[O:15])[CH:11]=[CH:10]1)([C:4]([CH3:7])([CH3:6])[CH3:5])([CH3:3])[CH3:2].O.O.O.O.O.O.O.[Cl-].[Ce+3].[Cl-].[Cl-].[BH4-].[Na+]. The catalyst class is: 5. Product: [Si:1]([O:8][CH:9]1[O:14][CH2:13][CH:12]([OH:15])[CH:11]=[CH:10]1)([C:4]([CH3:7])([CH3:6])[CH3:5])([CH3:3])[CH3:2]. (8) Reactant: [Br:1]N1C(=O)CCC1=O.[F:9][C:10]1[CH:15]=[CH:14][C:13]([NH2:16])=[C:12]([CH3:17])[CH:11]=1.O.C(OCC)(=O)C. Product: [Br:1][C:14]1[CH:15]=[C:10]([F:9])[CH:11]=[C:12]([CH3:17])[C:13]=1[NH2:16]. The catalyst class is: 391. (9) Reactant: C[O:2][C:3]1[CH:4]=[CH:5][C:6]([Si:9]([CH3:12])([CH3:11])[CH3:10])=[N:7][CH:8]=1.C([S-])C.[Na+]. The catalyst class is: 508. Product: [OH:2][C:3]1[CH:4]=[CH:5][C:6]([Si:9]([CH3:12])([CH3:11])[CH3:10])=[N:7][CH:8]=1. (10) Reactant: [NH:1]1[C:5]2[CH:6]=[CH:7][CH:8]=[CH:9][C:4]=2[NH:3][C:2]1=[S:10].[H-].[Na+].Cl[C:14]1[S:15][C:16]([CH:19]=[O:20])=[CH:17][N:18]=1. Product: [NH:1]1[C:5]2[CH:6]=[CH:7][CH:8]=[CH:9][C:4]=2[N:3]=[C:2]1[S:10][C:14]1[S:15][C:16]([CH:19]=[O:20])=[CH:17][N:18]=1. The catalyst class is: 7.